From a dataset of Full USPTO retrosynthesis dataset with 1.9M reactions from patents (1976-2016). Predict the reactants needed to synthesize the given product. Given the product [F:1][C:2]1[CH:24]=[CH:23][C:22]([F:25])=[CH:21][C:3]=1[CH2:4][C@H:5]1[CH2:10][C@@H:9]([C:11]2[O:15][NH:14][C:13](=[O:16])[CH:12]=2)[CH2:8][CH2:7][NH:6]1, predict the reactants needed to synthesize it. The reactants are: [F:1][C:2]1[CH:24]=[CH:23][C:22]([F:25])=[CH:21][C:3]=1[CH2:4][C@H:5]1[CH2:10][C@@H:9]([C:11]2[O:15][NH:14][C:13](=[O:16])[CH:12]=2)[CH2:8][CH2:7][N:6]1C(OC)=O.Br.